Dataset: Full USPTO retrosynthesis dataset with 1.9M reactions from patents (1976-2016). Task: Predict the reactants needed to synthesize the given product. (1) Given the product [C:30]([O:29][CH2:1][CH:34]1[O:40][CH2:4][CH2:5][N:6]([CH2:18][C:17]2[CH:16]=[CH:15][N:14]=[CH:13][C:12]=2[NH2:11])[CH2:36]1)(=[O:31])[CH3:32], predict the reactants needed to synthesize it. The reactants are: [CH2:1](Cl)Cl.[CH3:4][CH2:5][N:6](CC)CC.[NH2:11][C:12]1[CH:13]=[N:14][CH:15]=[CH:16][C:17]=1[CH:18]=O.[BH-]([O:29][C:30]([CH3:32])=[O:31])([O:29][C:30]([CH3:32])=[O:31])[O:29][C:30]([CH3:32])=[O:31].[Na+].[C:34]([OH:40])([C:36](F)(F)F)=O. (2) The reactants are: [C:1]([CH:3]1[CH2:8][CH2:7][N:6]([C:9]([C@H:11]([NH:16][C:17]([C:19]2[C:27]3[C:22](=[N:23][CH:24]=[C:25]([C:28]4[C:36]5[C:31](=[CH:32][CH:33]=[C:34]([Cl:37])[CH:35]=5)[N:30]([CH3:38])[N:29]=4)[N:26]=3)[N:21](COCC[Si](C)(C)C)[CH:20]=2)=[O:18])[C:12]([CH3:15])([CH3:14])[CH3:13])=[O:10])[CH2:5][CH2:4]1)#[N:2].FC(F)(F)C(O)=O.C(N)CN. Given the product [C:1]([CH:3]1[CH2:8][CH2:7][N:6]([C:9]([C@H:11]([NH:16][C:17]([C:19]2[C:27]3[C:22](=[N:23][CH:24]=[C:25]([C:28]4[C:36]5[C:31](=[CH:32][CH:33]=[C:34]([Cl:37])[CH:35]=5)[N:30]([CH3:38])[N:29]=4)[N:26]=3)[NH:21][CH:20]=2)=[O:18])[C:12]([CH3:15])([CH3:14])[CH3:13])=[O:10])[CH2:5][CH2:4]1)#[N:2], predict the reactants needed to synthesize it.